The task is: Predict the product of the given reaction.. This data is from Forward reaction prediction with 1.9M reactions from USPTO patents (1976-2016). (1) Given the reactants C([O:8][C:9]1[C:14]([C:15]([O:17]CC2C=CC=CC=2)=[O:16])=[C:13]([O:25]CC2C=CC=CC=2)[N:12]=[C:11]([C:33]2[CH:41]=[C:40]3[C:36]([C:37]4[CH2:45][CH2:44][N:43](C(OC(C)(C)C)=O)[CH2:42][C:38]=4[NH:39]3)=[CH:35][CH:34]=2)[C:10]=1[CH2:53][CH3:54])C1C=CC=CC=1, predict the reaction product. The product is: [CH2:53]([C:10]1[C:9]([OH:8])=[C:14]([C:15]([OH:17])=[O:16])[C:13](=[O:25])[NH:12][C:11]=1[C:33]1[CH:41]=[C:40]2[C:36]([C:37]3[CH2:45][CH2:44][NH:43][CH2:42][C:38]=3[NH:39]2)=[CH:35][CH:34]=1)[CH3:54]. (2) The product is: [Br:16][C:17]1[CH:18]=[C:19]([C:10]2[CH:9]=[C:8]([C:5]3[CH:6]=[CH:7][C:2]([Cl:1])=[CH:3][CH:4]=3)[CH:13]=[C:12]([CH3:14])[N:11]=2)[CH:20]=[CH:21][CH:22]=1. Given the reactants [Cl:1][C:2]1[CH:7]=[CH:6][C:5]([C:8]2[CH:13]=[C:12]([CH3:14])[N:11]=[C:10](I)[CH:9]=2)=[CH:4][CH:3]=1.[Br:16][C:17]1[CH:18]=[C:19](B(O)O)[CH:20]=[CH:21][CH:22]=1, predict the reaction product. (3) Given the reactants Br[C:2]1[CH:3]=[C:4]([CH:13]=[CH:14][CH:15]=1)[C:5]([NH:7][CH2:8][CH2:9][CH:10]([CH3:12])[CH3:11])=[O:6].[N:16]1[CH:21]=[CH:20][C:19](/[CH:22]=[CH:23]/[C:24]2[CH:25]=[C:26]([NH2:30])[CH:27]=[CH:28][CH:29]=2)=[CH:18][CH:17]=1.CC(C1C=C(C(C)C)C(C2C=CC=CC=2P(C2CCCCC2)C2CCCCC2)=C(C(C)C)C=1)C.C([O-])([O-])=O.[K+].[K+], predict the reaction product. The product is: [CH3:11][CH:10]([CH3:12])[CH2:9][CH2:8][NH:7][C:5](=[O:6])[C:4]1[CH:13]=[CH:14][CH:15]=[C:2]([NH:30][C:26]2[CH:27]=[CH:28][CH:29]=[C:24](/[CH:23]=[CH:22]/[C:19]3[CH:20]=[CH:21][N:16]=[CH:17][CH:18]=3)[CH:25]=2)[CH:3]=1. (4) Given the reactants Cl.[Cl:2][C:3]1[C:4]([F:28])=[C:5]([CH:25]=[CH:26][CH:27]=1)[NH:6][C:7]1[C:16]2[C:11](=[CH:12][C:13]([O:23][CH3:24])=[C:14]([O:17][C@H:18]3[CH2:22][CH2:21][NH:20][CH2:19]3)[CH:15]=2)[N:10]=[CH:9][N:8]=1.[CH3:29][S:30](Cl)(=[O:32])=[O:31], predict the reaction product. The product is: [Cl:2][C:3]1[C:4]([F:28])=[C:5]([CH:25]=[CH:26][CH:27]=1)[NH:6][C:7]1[C:16]2[C:11](=[CH:12][C:13]([O:23][CH3:24])=[C:14]([O:17][C@H:18]3[CH2:22][CH2:21][N:20]([S:30]([CH3:29])(=[O:32])=[O:31])[CH2:19]3)[CH:15]=2)[N:10]=[CH:9][N:8]=1. (5) The product is: [CH3:1][C:2]1[NH:6][C:5]2[CH:7]=[C:8]([C:11]3[CH:12]=[CH:13][C:14]4[O:20][CH2:19][CH2:18][N:17]([C:51]([O:53][C:54]([CH3:55])([CH3:56])[CH3:57])=[O:52])[CH2:16][C:15]=4[CH:27]=3)[CH:9]=[CH:10][C:4]=2[N:3]=1. Given the reactants [CH3:1][C:2]1[NH:6][C:5]2[CH:7]=[C:8]([C:11]3[CH:12]=[CH:13][C:14]4[O:20][CH2:19][CH2:18][N:17](C(OCC=C)=O)[CH2:16][C:15]=4[CH:27]=3)[CH:9]=[CH:10][C:4]=2[N:3]=1.CCN(C(C)C)C(C)C.N1C=CC=CC=1.[C:51](O[C:51]([O:53][C:54]([CH3:57])([CH3:56])[CH3:55])=[O:52])([O:53][C:54]([CH3:57])([CH3:56])[CH3:55])=[O:52].[OH-].[Na+], predict the reaction product.